Dataset: Forward reaction prediction with 1.9M reactions from USPTO patents (1976-2016). Task: Predict the product of the given reaction. (1) Given the reactants C[O:2][C:3](=[O:31])[CH2:4][CH2:5][NH:6][C:7](=[O:30])[C:8]1[CH:13]=[CH:12][C:11]([CH:14]([O:22][C:23]2[CH:28]=[CH:27][C:26](Br)=[CH:25][CH:24]=2)[CH2:15][CH2:16][CH2:17][C:18]([F:21])([F:20])[F:19])=[CH:10][CH:9]=1.[C:32]([C:36]1[CH:41]=[CH:40][C:39](B(O)O)=[CH:38][CH:37]=1)([CH3:35])([CH3:34])[CH3:33], predict the reaction product. The product is: [C:32]([C:36]1[CH:41]=[CH:40][C:39]([C:26]2[CH:25]=[CH:24][C:23]([O:22][CH:14]([C:11]3[CH:10]=[CH:9][C:8]([C:7]([NH:6][CH2:5][CH2:4][C:3]([OH:2])=[O:31])=[O:30])=[CH:13][CH:12]=3)[CH2:15][CH2:16][CH2:17][C:18]([F:19])([F:21])[F:20])=[CH:28][CH:27]=2)=[CH:38][CH:37]=1)([CH3:35])([CH3:34])[CH3:33]. (2) Given the reactants [Cl:1][C:2]1[CH:7]=[CH:6][C:5]([N:8]2[C:12]([C:13]3[CH:18]=[CH:17][C:16]([F:19])=[CH:15][CH:14]=3)=[CH:11][N:10]=[C:9]2[CH3:20])=[CH:4][CH:3]=1.[Cl:21]N1C(=O)CCC1=O, predict the reaction product. The product is: [Cl:21][C:11]1[N:10]=[C:9]([CH3:20])[N:8]([C:5]2[CH:4]=[CH:3][C:2]([Cl:1])=[CH:7][CH:6]=2)[C:12]=1[C:13]1[CH:18]=[CH:17][C:16]([F:19])=[CH:15][CH:14]=1. (3) Given the reactants [NH:1]1[C:8]2[N:4]([N:5]=[CH:6][C:7]=2[CH2:9][CH2:10][NH2:11])[CH2:3][CH2:2]1.[CH:12](OCC)=[O:13], predict the reaction product. The product is: [NH:1]1[C:8]2[N:4]([N:5]=[CH:6][C:7]=2[CH2:9][CH2:10][NH:11][CH:12]=[O:13])[CH2:3][CH2:2]1. (4) Given the reactants [OH:1][C@:2]([C:7]1[CH:12]=[CH:11][CH:10]=[CH:9][CH:8]=1)([CH3:6])[C:3]([OH:5])=[O:4].C1([C@@H](N)C)C2C(=CC=CC=2)C=CC=1.S(=O)(=O)(O)O, predict the reaction product. The product is: [OH:1][C@:2]([C:7]1[CH:12]=[CH:11][CH:10]=[CH:9][CH:8]=1)([CH3:6])[C:3]([OH:5])=[O:4]. (5) Given the reactants [NH2:1][C:2]1[N:6]([C:7]2[CH:12]=[CH:11][CH:10]=[CH:9][CH:8]=2)[N:5]=[C:4]([O:13][CH2:14][CH:15]2[CH2:19][CH2:18][N:17]([C:20]([O:22][C:23]([CH3:26])([CH3:25])[CH3:24])=[O:21])[CH2:16]2)[C:3]=1[CH3:27].C1(C2C=CC([CH2:37][O:38]C)=CC=2CN)CC1.[CH3:42][O:43][CH2:44][C:45]1[CH:46]=[CH:47][C:48]([O:53][C:54]([F:57])([F:56])[F:55])=[C:49]([CH2:51][NH2:52])[CH:50]=1, predict the reaction product. The product is: [CH3:42][O:43][CH2:44][C:45]1[CH:46]=[CH:47][C:48]([O:53][C:54]([F:55])([F:56])[F:57])=[C:49]([CH:50]=1)[CH2:51][NH:52][C:37](=[O:38])[NH:1][C:2]1[N:6]([C:7]2[CH:12]=[CH:11][CH:10]=[CH:9][CH:8]=2)[N:5]=[C:4]([O:13][CH2:14][CH:15]2[CH2:19][CH2:18][N:17]([C:20]([O:22][C:23]([CH3:24])([CH3:26])[CH3:25])=[O:21])[CH2:16]2)[C:3]=1[CH3:27]. (6) Given the reactants [C:1]([C:3]1[CH:12]=[CH:11][C:10](F)=[CH:9][C:4]=1[C:5]([O:7][CH3:8])=[O:6])#[N:2].[Br:14][C:15]1[CH:22]=[CH:21][C:20]([OH:23])=[CH:19][C:16]=1[CH:17]=[O:18].C(=O)([O-])[O-].[K+].[K+].O, predict the reaction product. The product is: [Br:14][C:15]1[CH:22]=[CH:21][C:20]([O:23][C:10]2[CH:11]=[CH:12][C:3]([C:1]#[N:2])=[C:4]([CH:9]=2)[C:5]([O:7][CH3:8])=[O:6])=[CH:19][C:16]=1[CH:17]=[O:18].